Dataset: Reaction yield outcomes from USPTO patents with 853,638 reactions. Task: Predict the reaction yield, written as a fraction of the theoretical maximum amount of product (1.0 means a 100% yield; for example, 0.34 means a 34% yield). (1) The reactants are [NH2:1][C:2]1[C:7]([F:8])=[CH:6][N:5]=[C:4]([OH:9])[N:3]=1.[I:10][CH2:11][CH2:12][CH2:13][CH2:14]I. The catalyst is C(#N)C.CCOC(C)=O. The product is [NH2:1][C:2]1[C:7]([F:8])=[CH:6][N:5]([CH2:14][CH2:13][CH2:12][CH2:11][I:10])[C:4](=[O:9])[N:3]=1. The yield is 0.430. (2) The reactants are Cl.[CH2:2]([O:4][C:5](=[O:10])[CH:6]=[C:7]([NH2:9])[NH2:8])[CH3:3].C(N(CC)CC)C.[C:18](#[N:21])[CH:19]=[CH2:20]. The catalyst is O1CCCC1. The product is [CH2:2]([O:4][C:5](=[O:10])[C:6]([CH2:20][CH2:19][C:18]#[N:21])=[C:7]([NH2:9])[NH2:8])[CH3:3]. The yield is 0.250. (3) The reactants are [Li]CCCC.C(NC(C)C)(C)C.[Cl:13][C:14]1[CH:19]=[CH:18][CH:17]=[C:16]([C:20]([F:23])([F:22])[F:21])[N:15]=1.[I:24]I.Cl. The catalyst is C1COCC1. The product is [Cl:13][C:14]1[N:15]=[C:16]([C:20]([F:21])([F:22])[F:23])[C:17]([I:24])=[CH:18][CH:19]=1. The yield is 0.690. (4) The reactants are Cl.[NH:2]1[CH2:7][CH2:6][CH2:5][CH2:4][CH:3]1[CH2:8][CH2:9][CH2:10][C:11]([OH:13])=[O:12].S(Cl)([Cl:16])=O.[CH3:18]O. No catalyst specified. The product is [ClH:16].[NH:2]1[CH2:7][CH2:6][CH2:5][CH2:4][CH:3]1[CH2:8][CH2:9][CH2:10][C:11]([O:13][CH3:18])=[O:12]. The yield is 0.450.